This data is from Forward reaction prediction with 1.9M reactions from USPTO patents (1976-2016). The task is: Predict the product of the given reaction. Given the reactants [CH3:1][S:2]([Cl:5])(=[O:4])=[O:3].Cl.Cl.[NH2:8][C:9]1[CH:10]=[C:11]([C:15]2[CH:20]=[CH:19][C:18]([NH:21][C:22]([C@@H:24]3[CH:29]4[CH2:30][CH2:31][N:26]([CH2:27][CH2:28]4)[CH2:25]3)=[O:23])=[CH:17][CH:16]=2)[CH:12]=[CH:13][CH:14]=1, predict the reaction product. The product is: [ClH:5].[CH3:1][S:2]([NH:8][C:9]1[CH:10]=[C:11]([C:15]2[CH:16]=[CH:17][C:18]([NH:21][C:22]([C@@H:24]3[CH:29]4[CH2:28][CH2:27][N:26]([CH2:31][CH2:30]4)[CH2:25]3)=[O:23])=[CH:19][CH:20]=2)[CH:12]=[CH:13][CH:14]=1)(=[O:4])=[O:3].